From a dataset of Reaction yield outcomes from USPTO patents with 853,638 reactions. Predict the reaction yield, written as a fraction of the theoretical maximum amount of product (1.0 means a 100% yield; for example, 0.34 means a 34% yield). (1) The reactants are [CH3:1][CH:2]1[CH2:8][C:7]2[CH:9]=[C:10]3[O:15][CH2:14][O:13][C:11]3=[CH:12][C:6]=2[C:5]([C:16]2[CH:21]=[CH:20][C:19]([N+:22]([O-:24])=[O:23])=[CH:18][CH:17]=2)=[N:4][N:3]1[C:25](=[S:27])[NH2:26].[CH2:28](Br)[C:29]([C:31]1[CH:36]=[CH:35][CH:34]=[CH:33][CH:32]=1)=O. The catalyst is CN(C)C=O. The product is [CH3:1][CH:2]1[CH2:8][C:7]2[CH:9]=[C:10]3[O:15][CH2:14][O:13][C:11]3=[CH:12][C:6]=2[C:5]([C:16]2[CH:17]=[CH:18][C:19]([N+:22]([O-:24])=[O:23])=[CH:20][CH:21]=2)=[N:4][N:3]1[C:25]1[S:27][CH:28]=[C:29]([C:31]2[CH:36]=[CH:35][CH:34]=[CH:33][CH:32]=2)[N:26]=1. The yield is 0.880. (2) The reactants are N1C=[CH:5][CH:4]=[C:3]([CH2:7][CH2:8][CH2:9][OH:10])C=1.[CH2:11](Br)[C:12]1[CH:17]=[CH:16][CH:15]=[CH:14][CH:13]=1.[BH4-].[Na+].O.[C:22](#[N:24])[CH3:23]. No catalyst specified. The product is [CH2:11]([N:24]1[CH2:5][CH2:4][C:3]([CH2:7][CH2:8][CH2:9][OH:10])=[CH:23][CH2:22]1)[C:12]1[CH:17]=[CH:16][CH:15]=[CH:14][CH:13]=1. The yield is 0.770. (3) The reactants are [Br:1][C:2]1[CH:3]=[C:4]2[C:9](=[CH:10][CH:11]=1)[C:8]([F:13])([F:12])[CH2:7][CH2:6][CH2:5]2.P([O-])(O)(O)=[O:15].[K+].O.O.O.O.O.O.O.P([O-])([O-])([O-])=O.[Na+].[Na+].[Na+].[Mn]([O-])(=O)(=O)=O.[K+]. The catalyst is C(O)(C)(C)C.O.C(OCC)(=O)C. The product is [Br:1][C:2]1[CH:3]=[C:4]2[C:9]([C:8]([F:12])([F:13])[CH2:7][CH2:6][C:5]2=[O:15])=[CH:10][CH:11]=1. The yield is 0.710. (4) The reactants are [Cl:1][C:2]1[CH:7]=[CH:6][C:5]([NH:8][C:9](=[O:21])[C:10]2[CH:15]=[CH:14][C:13]([C:16]([F:19])([F:18])[F:17])=[N:12][C:11]=2[CH3:20])=[CH:4][C:3]=1[C:22]1[NH:26][C:25]2[CH:27]=[CH:28][C:29]([N+:31]([O-])=O)=[CH:30][C:24]=2[N:23]=1. The catalyst is C(O)C.Cl.[Pd]. The product is [NH2:31][C:29]1[CH:28]=[CH:27][C:25]2[NH:26][C:22]([C:3]3[CH:4]=[C:5]([NH:8][C:9](=[O:21])[C:10]4[CH:15]=[CH:14][C:13]([C:16]([F:17])([F:19])[F:18])=[N:12][C:11]=4[CH3:20])[CH:6]=[CH:7][C:2]=3[Cl:1])=[N:23][C:24]=2[CH:30]=1. The yield is 1.00. (5) The reactants are Cl[CH2:2][C:3]1[CH:22]=[CH:21][C:6]([O:7][CH2:8][C:9]2[N:10]=[C:11]([C:15]3[CH:20]=[CH:19][CH:18]=[CH:17][CH:16]=3)[O:12][C:13]=2[CH3:14])=[CH:5][CH:4]=1.[CH2:23]([O:25][C:26]1[CH:31]=[CH:30][C:29]([OH:32])=[CH:28][C:27]=1[CH2:33][CH2:34][C:35]([O:37][CH2:38][CH3:39])=[O:36])[CH3:24].C(=O)([O-])[O-].[K+].[K+].CN(C)C=O. The catalyst is O. The product is [CH2:23]([O:25][C:26]1[CH:31]=[CH:30][C:29]([O:32][CH2:2][C:3]2[CH:22]=[CH:21][C:6]([O:7][CH2:8][C:9]3[N:10]=[C:11]([C:15]4[CH:20]=[CH:19][CH:18]=[CH:17][CH:16]=4)[O:12][C:13]=3[CH3:14])=[CH:5][CH:4]=2)=[CH:28][C:27]=1[CH2:33][CH2:34][C:35]([O:37][CH2:38][CH3:39])=[O:36])[CH3:24]. The yield is 0.720.